Dataset: Forward reaction prediction with 1.9M reactions from USPTO patents (1976-2016). Task: Predict the product of the given reaction. (1) Given the reactants [C:1]([CH2:3][C:4](O)=[O:5])#[N:2].P(Cl)(Cl)(Cl)(Cl)Cl.[CH2:13]([O:15][C:16]([C:18]1[C:19]([C:24]2[S:25][C:26]([I:30])=[C:27]([CH3:29])[CH:28]=2)=[CH:20][S:21][C:22]=1[NH2:23])=[O:17])[CH3:14].C([O-])(O)=O.[Na+], predict the reaction product. The product is: [CH2:13]([O:15][C:16]([C:18]1[C:19]([C:24]2[S:25][C:26]([I:30])=[C:27]([CH3:29])[CH:28]=2)=[CH:20][S:21][C:22]=1[NH:23][C:4](=[O:5])[CH2:3][C:1]#[N:2])=[O:17])[CH3:14]. (2) The product is: [ClH:24].[ClH:24].[OH:2][CH:1]([C:3]1[S:4][CH:5]=[CH:6][C:7]=1[C:8]1[NH:9][C:10]([CH2:19][CH3:20])=[C:11]([C:13]2[CH:14]=[N:15][CH:16]=[CH:17][CH:18]=2)[N:12]=1)[CH3:21]. Given the reactants [CH:1]([C:3]1[S:4][CH:5]=[CH:6][C:7]=1[C:8]1[NH:9][C:10]([CH2:19][CH3:20])=[C:11]([C:13]2[CH:14]=[N:15][CH:16]=[CH:17][CH:18]=2)[N:12]=1)=[O:2].[CH3:21][Mg]Br.[Cl-:24].[NH4+], predict the reaction product. (3) Given the reactants [OH:1][C:2]1[CH:3]=[C:4]2[C:9](=[CH:10][CH:11]=1)[C:8]([C:12]([O:14][CH3:15])=[O:13])=[CH:7][CH:6]=[CH:5]2.CS(O[C@H:21]1[CH2:26][CH2:25][C@H:24]([C:27]([F:30])([F:29])[F:28])[CH2:23][CH2:22]1)(=O)=O.C([O-])([O-])=O.[Cs+].[Cs+], predict the reaction product. The product is: [F:28][C:27]([F:30])([F:29])[C@@H:24]1[CH2:25][CH2:26][C@H:21]([O:1][C:2]2[CH:3]=[C:4]3[C:9](=[CH:10][CH:11]=2)[C:8]([C:12]([O:14][CH3:15])=[O:13])=[CH:7][CH:6]=[CH:5]3)[CH2:22][CH2:23]1. (4) Given the reactants [CH2:1]([O:4][CH2:5][C@H:6]([O:10][CH2:11][O:12][CH2:13][CH2:14][O:15][CH3:16])[CH2:7][CH:8]=[CH2:9])C=C, predict the reaction product. The product is: [CH3:16][O:15][CH2:14][CH2:13][O:12][CH2:11][O:10][C@@H:6]1[CH2:7][CH:8]=[CH:9][CH2:1][O:4][CH2:5]1.